Dataset: Catalyst prediction with 721,799 reactions and 888 catalyst types from USPTO. Task: Predict which catalyst facilitates the given reaction. (1) Reactant: [Br-].[CH3:2][C:3]([CH3:28])=[CH:4][CH2:5][N+:6]1([CH3:27])[CH2:24][CH2:23][C@:13]23[C:14]4[C:15]5[O:22][C@H:12]2[C:11](=[O:25])[CH2:10][CH2:9][C@@:8]3([OH:26])[C@H:7]1[CH2:20][C:19]=4[CH:18]=[CH:17][C:16]=5[OH:21].C[I:30]. The catalyst class is: 3. Product: [I-:30].[CH3:2][C:3]([CH3:28])=[CH:4][CH2:5][N+:6]1([CH3:27])[CH2:24][CH2:23][C@:13]23[C:14]4[C:15]5[O:22][C@H:12]2[C:11](=[O:25])[CH2:10][CH2:9][C@@:8]3([OH:26])[C@H:7]1[CH2:20][C:19]=4[CH:18]=[CH:17][C:16]=5[OH:21]. (2) Reactant: C(ONC(CCCCCCNC1N=[N+]([O-])C2C=CC=CC=2N=1)=O)(C)(C)C.[NH2:27][CH2:28][CH2:29][CH2:30][N:31]([CH3:48])[CH2:32][CH2:33][CH2:34][NH:35][C:36]1[N:37]=[N+:38]([O-:47])[C:39]2[CH:46]=[CH:45][CH:44]=[CH:43][C:40]=2[N+:41]=1[O-:42].N1([C:54]([C:56]2[C:69]3[C:60](=[CH:61][C:62]4[C:67]([N:68]=3)=[CH:66][CH:65]=[CH:64][CH:63]=4)[CH:59]=[CH:58][CH:57]=2)=[O:55])C=CN=C1. Product: [O-:47][N+:38]1[C:39]2[CH:46]=[CH:45][CH:44]=[CH:43][C:40]=2[N+:41]([O-:42])=[C:36]([NH:35][CH2:34][CH2:33][CH2:32][N:31]([CH3:48])[CH2:30][CH2:29][CH2:28][NH:27][C:54]([C:56]2[C:69]3[C:60](=[CH:61][C:62]4[C:67]([N:68]=3)=[CH:66][CH:65]=[CH:64][CH:63]=4)[CH:59]=[CH:58][CH:57]=2)=[O:55])[N:37]=1. The catalyst class is: 168.